Dataset: Reaction yield outcomes from USPTO patents with 853,638 reactions. Task: Predict the reaction yield, written as a fraction of the theoretical maximum amount of product (1.0 means a 100% yield; for example, 0.34 means a 34% yield). (1) The catalyst is C(O)(=O)C.CCOC(C)=O. The reactants are [Br:1][C:2]1[CH:28]=[CH:27][C:5]2[N:6]([C:23]([CH3:26])([CH3:25])[CH3:24])[C:7]([C:9]3[CH:22]=[CH:21][CH:20]=[CH:19][C:10]=3[C:11](/[N:13]=[C:14](/[N:16](C)C)\[CH3:15])=O)=[N:8][C:4]=2[CH:3]=1.[NH2:29]N. The product is [Br:1][C:2]1[CH:28]=[CH:27][C:5]2[N:6]([C:23]([CH3:26])([CH3:25])[CH3:24])[C:7]([C:9]3[CH:22]=[CH:21][CH:20]=[CH:19][C:10]=3[C:11]3[N:13]=[C:14]([CH3:15])[NH:16][N:29]=3)=[N:8][C:4]=2[CH:3]=1. The yield is 0.350. (2) The reactants are [C:1]([C:4]1[CH:5]=[C:6]([S:10]([N:13]2[C:17]([C:18]3[CH:23]=[CH:22][CH:21]=[CH:20][CH:19]=3)=[CH:16][C:15]([CH:24]=O)=[CH:14]2)(=[O:12])=[O:11])[CH:7]=[CH:8][CH:9]=1)(=[O:3])[CH3:2].Cl.[CH3:27][NH2:28].C(O[BH-](OC(=O)C)OC(=O)C)(=O)C.[Na+].C(=O)([O-])O.[Na+]. The catalyst is CO. The product is [CH3:27][NH:28][CH2:24][C:15]1[CH:16]=[C:17]([C:18]2[CH:23]=[CH:22][CH:21]=[CH:20][CH:19]=2)[N:13]([S:10]([C:6]2[CH:5]=[C:4]([C:1](=[O:3])[CH3:2])[CH:9]=[CH:8][CH:7]=2)(=[O:12])=[O:11])[CH:14]=1. The yield is 0.0300. (3) The reactants are [Cl:1][C:2]1[C:10]2[S:9][C:8]([S:11][CH3:12])=[N:7][C:6]=2[CH:5]=[CH:4][C:3]=1[OH:13].Cl[C:15]1[CH:20]=[CH:19][N:18]=[C:17]([C:21]([NH:23][CH3:24])=[O:22])[CH:16]=1.C(=O)([O-])[O-].[Cs+].[Cs+]. The catalyst is CN1C(=O)CCC1.O. The product is [Cl:1][C:2]1[C:10]2[S:9][C:8]([S:11][CH3:12])=[N:7][C:6]=2[CH:5]=[CH:4][C:3]=1[O:13][C:15]1[CH:20]=[CH:19][N:18]=[C:17]([C:21]([NH:23][CH3:24])=[O:22])[CH:16]=1. The yield is 0.500. (4) The yield is 0.400. No catalyst specified. The reactants are [F:1][C:2]([F:7])([F:6])[C:3]([OH:5])=[O:4].[F:8][C:9]([F:14])([F:13])[C:10]([OH:12])=[O:11].FC(F)(F)C(O)=O.[Cl:22][C:23]1[CH:24]=[N:25][C:26]2[NH:27][C:28]3[CH:29]=[N:30][CH:31]=[C:32]([CH:53]=3)[CH2:33][CH2:34][C:35]3[CH:43]=[C:39]([NH:40][C:41]=1[N:42]=2)[CH:38]=[CH:37][C:36]=3[O:44][CH2:45][CH2:46][CH:47]1[CH2:52][CH2:51][NH:50][CH2:49][CH2:48]1.[F:54][C:55]1[CH:60]=[CH:59][CH:58]=[CH:57][C:56]=1[N:61]=[C:62]=[O:63]. The product is [F:1][C:2]([F:7])([F:6])[C:3]([OH:5])=[O:4].[F:8][C:9]([F:14])([F:13])[C:10]([OH:12])=[O:11].[Cl:22][C:23]1[CH:24]=[N:25][C:26]2[NH:27][C:28]3[CH:29]=[N:30][CH:31]=[C:32]([CH:53]=3)[CH2:33][CH2:34][C:35]3[CH:43]=[C:39]([NH:40][C:41]=1[N:42]=2)[CH:38]=[CH:37][C:36]=3[O:44][CH2:45][CH2:46][CH:47]1[CH2:48][CH2:49][N:50]([C:62]([NH:61][C:56]2[CH:57]=[CH:58][CH:59]=[CH:60][C:55]=2[F:54])=[O:63])[CH2:51][CH2:52]1. (5) The reactants are [NH2:1][C:2]1[CH:7]=[C:6]([O:8][C:9]2[CH:14]=[CH:13][C:12]([NH:15][C:16](=[O:28])[CH2:17][C:18]([NH:20][C:21]3[CH:26]=[CH:25][C:24]([F:27])=[CH:23][CH:22]=3)=[O:19])=[C:11]([F:29])[CH:10]=2)[CH:5]=[CH:4][N:3]=1.[CH2:30]([N:32]([CH2:35][CH3:36])[CH2:33]C)[CH3:31].ClC(OC1C=CC=CC=1)=[O:39].CCCCCC. The catalyst is O1CCCC1.C(O)C.C(OCC)C. The product is [F:29][C:11]1[CH:10]=[C:9]([O:8][C:6]2[CH:5]=[CH:4][N:3]=[C:2]([NH:1][C:33]([N:32]3[CH2:35][CH2:36][CH2:31][CH2:30]3)=[O:39])[CH:7]=2)[CH:14]=[CH:13][C:12]=1[NH:15][C:16](=[O:28])[CH2:17][C:18]([NH:20][C:21]1[CH:26]=[CH:25][C:24]([F:27])=[CH:23][CH:22]=1)=[O:19]. The yield is 0.330. (6) The reactants are [OH:1][B:2]1[C:6]2[CH:7]=[CH:8][C:9]([CH:11]=[N:12][OH:13])=[CH:10][C:5]=2[C:4]([CH3:15])([CH3:14])[O:3]1.C1C(=O)N([Cl:23])C(=O)C1. The catalyst is CN(C=O)C. The product is [OH:13][N:12]=[C:11]([Cl:23])[C:9]1[CH:8]=[CH:7][C:6]2[B:2]([OH:1])[O:3][C:4]([CH3:15])([CH3:14])[C:5]=2[CH:10]=1. The yield is 0.860. (7) The product is [Cl:1][C:2]1[C:3]([O:12][C:13]2[CH:18]=[C:17]([O:19][CH:20]([CH3:21])[CH3:22])[CH:16]=[CH:15][C:14]=2[CH2:23][CH2:24][CH2:25][O:26][C:28]2[C:32]([CH2:33][CH2:34][C:35]([OH:37])=[O:36])=[CH:31][N:30]([C:40]3[CH:45]=[CH:44][CH:43]=[CH:42][CH:41]=3)[N:29]=2)=[N:4][CH:5]=[C:6]([C:8]([F:11])([F:10])[F:9])[CH:7]=1. The catalyst is O1CCCC1. The yield is 0.640. The reactants are [Cl:1][C:2]1[C:3]([O:12][C:13]2[CH:18]=[C:17]([O:19][CH:20]([CH3:22])[CH3:21])[CH:16]=[CH:15][C:14]=2[CH2:23][CH2:24][CH2:25][OH:26])=[N:4][CH:5]=[C:6]([C:8]([F:11])([F:10])[F:9])[CH:7]=1.O[C:28]1[C:32]([CH2:33][CH2:34][C:35]([O:37]CC)=[O:36])=[CH:31][N:30]([C:40]2[CH:45]=[CH:44][CH:43]=[CH:42][CH:41]=2)[N:29]=1.C(P(CCCC)CCCC)CCC.N(C(N1CCCCC1)=O)=NC(N1CCCCC1)=O.O1CCCC1CO.[OH-].[Na+].Cl.